Dataset: Forward reaction prediction with 1.9M reactions from USPTO patents (1976-2016). Task: Predict the product of the given reaction. Given the reactants [Br:1][C:2]1[CH:10]=[CH:9][C:5]([C:6]([OH:8])=[O:7])=[CH:4][C:3]=1[C:11]([F:14])([F:13])[F:12].S(Cl)(Cl)=O.[CH3:19]O, predict the reaction product. The product is: [Br:1][C:2]1[CH:10]=[CH:9][C:5]([C:6]([O:8][CH3:19])=[O:7])=[CH:4][C:3]=1[C:11]([F:12])([F:13])[F:14].